From a dataset of Catalyst prediction with 721,799 reactions and 888 catalyst types from USPTO. Predict which catalyst facilitates the given reaction. (1) Reactant: [CH2:1]([O:3][C:4]1[CH:5]=[N:6][C:7]([C:10]2[CH:15]=[CH:14][CH:13]=[C:12](B3OC(C)(C)C(C)(C)O3)[CH:11]=2)=[N:8][CH:9]=1)[CH3:2].[Li][CH2:26][CH2:27][CH2:28][CH3:29].O=[N+]([O-])[O-].[O-][N+](=O)[O-].[O-][N+](=O)[O-].[O-][N+](=O)[O-].[O-][N+](=O)[O-].[O-][N+](=O)[O-].[Ce+4].[NH4+].[NH4+].[NH4+].[Cl-:58]. Product: [CH2:26]([C:9]1[C:4]([O:3][CH2:1][CH3:2])=[CH:5][N:6]=[C:7]([C:10]2[CH:15]=[CH:14][CH:13]=[C:12]([Cl:58])[CH:11]=2)[N:8]=1)[CH2:27][CH2:28][CH3:29]. The catalyst class is: 278. (2) Reactant: C(N1CCC(C)(O)CC1)C1C=CC=CC=1.[Cl-:16].[Cl-].[Cl-].[Al+3].[OH-].[Na+].[CH2:22]([N:29]1[CH2:34][CH2:33][C:32]([C:36]2[CH:41]=[CH:40][C:39](Cl)=[CH:38][CH:37]=2)([CH3:35])[CH2:31][CH2:30]1)[C:23]1[CH:28]=[CH:27][CH:26]=[CH:25][CH:24]=1. Product: [CH2:22]([N:29]1[CH2:34][CH2:33][C:32]([C:36]2[CH:41]=[CH:40][CH:39]=[CH:38][C:37]=2[Cl:16])([CH3:35])[CH2:31][CH2:30]1)[C:23]1[CH:28]=[CH:27][CH:26]=[CH:25][CH:24]=1. The catalyst class is: 159.